This data is from Forward reaction prediction with 1.9M reactions from USPTO patents (1976-2016). The task is: Predict the product of the given reaction. (1) The product is: [Cl:1][C:2]1[C:3]([C:19]2[CH:24]=[CH:23][CH:22]=[CH:21][N:20]=2)=[N:4][C:5]([N:8]2[CH2:9][CH2:10][N:11]([S:14]([CH2:17][CH2:18][O:26][CH3:25])(=[O:16])=[O:15])[CH2:12][CH2:13]2)=[CH:6][CH:7]=1. Given the reactants [Cl:1][C:2]1[C:3]([C:19]2[CH:24]=[CH:23][CH:22]=[CH:21][N:20]=2)=[N:4][C:5]([N:8]2[CH2:13][CH2:12][N:11]([S:14]([CH:17]=[CH2:18])(=[O:16])=[O:15])[CH2:10][CH2:9]2)=[CH:6][CH:7]=1.[CH3:25][OH:26], predict the reaction product. (2) Given the reactants [CH2:1]([O:3][C:4]([NH:6][NH:7][C:8](=[O:19])[CH2:9][C:10]1[C:15]([CH3:16])=[CH:14][C:13]([CH3:17])=[CH:12][C:11]=1[CH3:18])=[O:5])[CH3:2].[OH-].[Na+].CS(O[CH2:27][CH2:28][N:29]([O:37][CH3:38])[CH2:30][CH2:31]OS(C)(=O)=O)(=O)=O, predict the reaction product. The product is: [CH2:1]([O:3][C:4]([N:6]1[CH2:31][CH2:30][N:29]([O:37][CH3:38])[CH2:28][CH2:27][N:7]1[C:8](=[O:19])[CH2:9][C:10]1[C:11]([CH3:18])=[CH:12][C:13]([CH3:17])=[CH:14][C:15]=1[CH3:16])=[O:5])[CH3:2]. (3) Given the reactants [CH:1]1([OH:6])[CH2:5][CH2:4][CH2:3][CH2:2]1.C(N(CC)CC)C.[Cl:14][C:15](Cl)([O:17]C(=O)OC(Cl)(Cl)Cl)Cl, predict the reaction product. The product is: [Cl:14][C:15]([O:6][CH:1]1[CH2:5][CH2:4][CH2:3][CH2:2]1)=[O:17]. (4) Given the reactants [CH:1]1([C:6]2[CH:7]=[C:8]([NH2:18])[CH:9]=[N:10][C:11]=2[O:12][CH2:13][C:14]([F:17])([F:16])[F:15])[CH2:5][CH2:4][CH2:3][CH2:2]1.[N:19]1[CH:24]=[CH:23][CH:22]=[CH:21][C:20]=1[C:25](O)=[O:26], predict the reaction product. The product is: [CH:1]1([C:6]2[CH:7]=[C:8]([NH:18][C:25]([C:20]3[CH:21]=[CH:22][CH:23]=[CH:24][N:19]=3)=[O:26])[CH:9]=[N:10][C:11]=2[O:12][CH2:13][C:14]([F:15])([F:16])[F:17])[CH2:2][CH2:3][CH2:4][CH2:5]1. (5) Given the reactants [C:1]1(B(O)O)[C:10]2[C:5](=[CH:6][CH:7]=[CH:8][CH:9]=2)[CH:4]=[CH:3][CH:2]=1.CCCCCC.[C:20]([O:23][CH2:24][CH3:25])(=[O:22])[CH3:21], predict the reaction product. The product is: [C:1]1([CH2:21][C:20]([O:23][CH2:24][CH3:25])=[O:22])[C:10]2[C:5](=[CH:6][CH:7]=[CH:8][CH:9]=2)[CH:4]=[CH:3][CH:2]=1. (6) Given the reactants [Br:1][C:2]1[CH:3]=[C:4]([CH:8]=[CH:9][CH:10]=1)[CH2:5]CN.C1COCC1.[CH2:16]([N:18](CC)CC)C.[C:23](Cl)(=[O:30])[C:24]1[CH:29]=[CH:28][CH:27]=[CH:26][CH:25]=1, predict the reaction product. The product is: [Br:1][C:2]1[CH:3]=[C:4]([CH:8]=[CH:9][CH:10]=1)[CH2:5][N:18]([CH3:16])[C:23](=[O:30])[C:24]1[CH:29]=[CH:28][CH:27]=[CH:26][CH:25]=1. (7) Given the reactants [CH:1]1([C:8](=O)[CH:9]([C:15]2[C:20]([F:21])=[CH:19][C:18]([F:22])=[CH:17][C:16]=2[F:23])[C:10]([O:12]CC)=O)[CH2:7][CH2:6][CH2:5][CH2:4][CH2:3][CH2:2]1.[NH2:25][C:26]1[NH:27][CH:28]=[CH:29][N:30]=1.C(N(CCCC)CCCC)CCC, predict the reaction product. The product is: [CH:1]1([C:8]2[N:27]3[CH:28]=[CH:29][N:30]=[C:26]3[N:25]=[C:10]([OH:12])[C:9]=2[C:15]2[C:16]([F:23])=[CH:17][C:18]([F:22])=[CH:19][C:20]=2[F:21])[CH2:2][CH2:3][CH2:4][CH2:5][CH2:6][CH2:7]1.